From a dataset of NCI-60 drug combinations with 297,098 pairs across 59 cell lines. Regression. Given two drug SMILES strings and cell line genomic features, predict the synergy score measuring deviation from expected non-interaction effect. (1) Drug 1: CN1CCC(CC1)COC2=C(C=C3C(=C2)N=CN=C3NC4=C(C=C(C=C4)Br)F)OC. Drug 2: CC1=C(C(CCC1)(C)C)C=CC(=CC=CC(=CC(=O)O)C)C. Cell line: OVCAR-5. Synergy scores: CSS=14.0, Synergy_ZIP=-4.55, Synergy_Bliss=0.0734, Synergy_Loewe=-8.43, Synergy_HSA=-0.875. (2) Drug 1: CCC1(CC2CC(C3=C(CCN(C2)C1)C4=CC=CC=C4N3)(C5=C(C=C6C(=C5)C78CCN9C7C(C=CC9)(C(C(C8N6C)(C(=O)OC)O)OC(=O)C)CC)OC)C(=O)OC)O.OS(=O)(=O)O. Drug 2: CC(C)CN1C=NC2=C1C3=CC=CC=C3N=C2N. Cell line: A498. Synergy scores: CSS=-2.12, Synergy_ZIP=-0.203, Synergy_Bliss=-3.32, Synergy_Loewe=-3.15, Synergy_HSA=-3.72. (3) Drug 1: CC1=C(C=C(C=C1)NC2=NC=CC(=N2)N(C)C3=CC4=NN(C(=C4C=C3)C)C)S(=O)(=O)N.Cl. Drug 2: CCC1(CC2CC(C3=C(CCN(C2)C1)C4=CC=CC=C4N3)(C5=C(C=C6C(=C5)C78CCN9C7C(C=CC9)(C(C(C8N6C=O)(C(=O)OC)O)OC(=O)C)CC)OC)C(=O)OC)O.OS(=O)(=O)O. Cell line: T-47D. Synergy scores: CSS=36.3, Synergy_ZIP=0.264, Synergy_Bliss=3.77, Synergy_Loewe=-24.0, Synergy_HSA=3.34. (4) Synergy scores: CSS=6.65, Synergy_ZIP=-4.52, Synergy_Bliss=-9.50, Synergy_Loewe=-11.1, Synergy_HSA=-7.41. Cell line: NCI-H460. Drug 1: C1=C(C(=O)NC(=O)N1)N(CCCl)CCCl. Drug 2: CS(=O)(=O)CCNCC1=CC=C(O1)C2=CC3=C(C=C2)N=CN=C3NC4=CC(=C(C=C4)OCC5=CC(=CC=C5)F)Cl. (5) Drug 1: CC1CC2C3CCC4=CC(=O)C=CC4(C3(C(CC2(C1(C(=O)CO)O)C)O)F)C. Drug 2: CC1(CCCN1)C2=NC3=C(C=CC=C3N2)C(=O)N. Cell line: SK-OV-3. Synergy scores: CSS=5.15, Synergy_ZIP=-1.40, Synergy_Bliss=0.958, Synergy_Loewe=-1.43, Synergy_HSA=-1.37. (6) Drug 1: C1CN(CCN1C(=O)CCBr)C(=O)CCBr. Drug 2: CC1=C(C(=O)C2=C(C1=O)N3CC4C(C3(C2COC(=O)N)OC)N4)N. Cell line: BT-549. Synergy scores: CSS=21.7, Synergy_ZIP=-11.9, Synergy_Bliss=-3.43, Synergy_Loewe=-4.17, Synergy_HSA=1.24.